From a dataset of Full USPTO retrosynthesis dataset with 1.9M reactions from patents (1976-2016). Predict the reactants needed to synthesize the given product. (1) Given the product [CH2:5]([C:4]1([C:10]2[CH:15]=[CH:14][C:13]([F:16])=[CH:12][CH:11]=2)[O:9][C:29](=[O:30])[N:28]([C@H:26]([C:23]2[CH:24]=[CH:25][C:20]([O:19][CH:18]([F:17])[F:31])=[CH:21][CH:22]=2)[CH3:27])[CH2:2][CH2:3]1)[CH2:6][CH:7]=[CH2:8], predict the reactants needed to synthesize it. The reactants are: Cl[CH2:2][CH2:3][C:4]([C:10]1[CH:15]=[CH:14][C:13]([F:16])=[CH:12][CH:11]=1)([OH:9])[CH2:5][CH2:6][CH:7]=[CH2:8].[F:17][CH:18]([F:31])[O:19][C:20]1[CH:25]=[CH:24][C:23]([C@@H:26]([N:28]=[C:29]=[O:30])[CH3:27])=[CH:22][CH:21]=1. (2) Given the product [OH:25]/[N:24]=[C:6](/[NH2:7])\[C:5]1[CH:8]=[CH:9][C:2]([CH3:1])=[C:3]([C:10]2[CH:18]=[C:17]3[C:13]([C:14]4([CH2:20][CH2:21][CH2:22][CH2:23]4)[C:15](=[O:19])[NH:16]3)=[CH:12][CH:11]=2)[CH:4]=1, predict the reactants needed to synthesize it. The reactants are: [CH3:1][C:2]1[CH:9]=[CH:8][C:5]([C:6]#[N:7])=[CH:4][C:3]=1[C:10]1[CH:18]=[C:17]2[C:13]([C:14]3([CH2:23][CH2:22][CH2:21][CH2:20]3)[C:15](=[O:19])[NH:16]2)=[CH:12][CH:11]=1.[NH2:24][OH:25].C([O-])(=O)C.[Na+]. (3) The reactants are: [N-:1]=[N+:2]=[N-:3].[Na+].[CH2:5]([CH:12]1[CH2:17][CH2:16][N:15]([CH2:18][CH2:19][CH2:20]OS(C2C=CC(C)=CC=2)(=O)=O)[CH2:14][CH2:13]1)[C:6]1[CH:11]=[CH:10][CH:9]=[CH:8][CH:7]=1. Given the product [CH2:5]([CH:12]1[CH2:17][CH2:16][N:15]([CH2:18][CH2:19][CH2:20][N:1]=[N+:2]=[N-:3])[CH2:14][CH2:13]1)[C:6]1[CH:11]=[CH:10][CH:9]=[CH:8][CH:7]=1, predict the reactants needed to synthesize it. (4) The reactants are: [NH2:1][C:2]1[S:3][C:4]([CH3:12])=[C:5]([CH2:7][C:8]([O:10][CH3:11])=[O:9])[N:6]=1.[Cl:13][C:14]1[CH:19]=[CH:18][C:17]([S:20](Cl)(=[O:22])=[O:21])=[CH:16][CH:15]=1. Given the product [Cl:13][C:14]1[CH:19]=[CH:18][C:17]([S:20]([NH:1][C:2]2[S:3][C:4]([CH3:12])=[C:5]([CH2:7][C:8]([O:10][CH3:11])=[O:9])[N:6]=2)(=[O:22])=[O:21])=[CH:16][CH:15]=1, predict the reactants needed to synthesize it. (5) Given the product [CH2:1]([S:3]([C:6]1[CH:12]=[CH:11][C:10]([O:13][C:14]([F:15])([F:17])[F:16])=[CH:9][C:7]=1[NH:8][NH2:28])(=[O:4])=[O:5])[CH3:2], predict the reactants needed to synthesize it. The reactants are: [CH2:1]([S:3]([C:6]1[CH:12]=[CH:11][C:10]([O:13][C:14]([F:17])([F:16])[F:15])=[CH:9][C:7]=1[NH2:8])(=[O:5])=[O:4])[CH3:2].C(SC1C=CC(F)=CC=1[NH:28]N)C. (6) Given the product [Br:24][CH2:2][C:1]([C:4]1[CH2:5][CH2:6][CH2:7][C:8]2([CH3:23])[C:12]=1[N:11]([CH2:13][C:14]1[CH:19]=[CH:18][CH:17]=[C:16]([O:20][CH3:21])[CH:15]=1)[C:10](=[O:22])[CH2:9]2)=[O:3], predict the reactants needed to synthesize it. The reactants are: [C:1]([C:4]1[CH2:5][CH2:6][CH2:7][C:8]2([CH3:23])[C:12]=1[N:11]([CH2:13][C:14]1[CH:19]=[CH:18][CH:17]=[C:16]([O:20][CH3:21])[CH:15]=1)[C:10](=[O:22])[CH2:9]2)(=[O:3])[CH3:2].[Br:24]Br. (7) Given the product [Br:38][CH2:39][CH2:40][CH:41]([N:10]1[C:11]2[CH:16]=[CH:15][CH:14]=[CH:13][C:12]=2[N:8]([C:3]2[CH:4]=[CH:5][CH:6]=[CH:7][C:2]=2[F:1])[S:9]1(=[O:18])=[O:17])[CH3:42], predict the reactants needed to synthesize it. The reactants are: [F:1][C:2]1[CH:7]=[CH:6][CH:5]=[CH:4][C:3]=1[N:8]1[C:12]2[CH:13]=[CH:14][CH:15]=[CH:16][C:11]=2[NH:10][S:9]1(=[O:18])=[O:17].C1(P(C2C=CC=CC=2)C2C=CC=CC=2)C=CC=CC=1.[Br:38][CH2:39][CH2:40][CH:41](O)[CH3:42].N(C(OC(C)C)=O)=NC(OC(C)C)=O. (8) Given the product [Cl:17][CH2:18][CH2:19][C:20]([C:8]1[CH:9]=[C:10]2[C:5](=[CH:6][CH:7]=1)[NH:4][C:3](=[O:12])[CH:2]([CH3:1])[CH2:11]2)=[O:21], predict the reactants needed to synthesize it. The reactants are: [CH3:1][CH:2]1[CH2:11][C:10]2[C:5](=[CH:6][CH:7]=[CH:8][CH:9]=2)[NH:4][C:3]1=[O:12].[Cl-].[Al+3].[Cl-].[Cl-].[Cl:17][CH2:18][CH2:19][C:20](Cl)=[O:21].